Dataset: NCI-60 drug combinations with 297,098 pairs across 59 cell lines. Task: Regression. Given two drug SMILES strings and cell line genomic features, predict the synergy score measuring deviation from expected non-interaction effect. (1) Drug 1: CC12CCC(CC1=CCC3C2CCC4(C3CC=C4C5=CN=CC=C5)C)O. Drug 2: CCCS(=O)(=O)NC1=C(C(=C(C=C1)F)C(=O)C2=CNC3=C2C=C(C=N3)C4=CC=C(C=C4)Cl)F. Cell line: HCT116. Synergy scores: CSS=4.31, Synergy_ZIP=-2.06, Synergy_Bliss=-2.65, Synergy_Loewe=-3.63, Synergy_HSA=-3.96. (2) Cell line: SW-620. Drug 2: C1=C(C(=O)NC(=O)N1)N(CCCl)CCCl. Drug 1: C1CCN(CC1)CCOC2=CC=C(C=C2)C(=O)C3=C(SC4=C3C=CC(=C4)O)C5=CC=C(C=C5)O. Synergy scores: CSS=37.3, Synergy_ZIP=5.74, Synergy_Bliss=6.26, Synergy_Loewe=4.12, Synergy_HSA=5.01.